This data is from Catalyst prediction with 721,799 reactions and 888 catalyst types from USPTO. The task is: Predict which catalyst facilitates the given reaction. (1) Reactant: [Zn:1].Cl.C[Si](Cl)(C)C.BrCCBr.[I:12][CH:13]1[CH2:16][N:15]([C:17]([O:19][C:20]([CH3:23])([CH3:22])[CH3:21])=[O:18])[CH2:14]1. Product: [I-:12].[C:20]([O:19][C:17]([N:15]1[CH2:16][CH:13]([Zn+:1])[CH2:14]1)=[O:18])([CH3:23])([CH3:22])[CH3:21]. The catalyst class is: 44. (2) Reactant: [NH:1]1[C:9]2[C:4](=[CH:5][CH:6]=[CH:7][CH:8]=2)[C:3]([C:10]2[N:14]([CH3:15])[N:13]=[C:12]([CH3:16])[C:11]=2[CH:17]=[O:18])=[CH:2]1.[H-].[Na+].[CH3:21]I.Cl. Product: [CH3:15][N:14]1[C:10]([C:3]2[C:4]3[C:9](=[CH:8][CH:7]=[CH:6][CH:5]=3)[N:1]([CH3:21])[CH:2]=2)=[C:11]([CH:17]=[O:18])[C:12]([CH3:16])=[N:13]1. The catalyst class is: 9. (3) Reactant: N1([C:10]([NH:25][CH2:26][C:27]2[CH:32]=[CH:31][C:30]([O:33][CH2:34]C)=[CH:29][CH:28]=2)=[N:11][C:12](=O)[CH2:13][C:14]2[CH:19]=[CH:18][C:17]([O:20][CH3:21])=[C:16]([O:22][CH3:23])[CH:15]=2)C2C=CC=CC=2N=N1.[NH:36]([C:38]1[CH:43]=[C:42]([CH3:44])[N:41]=[C:40]([CH3:45])[N:39]=1)[NH2:37]. Product: [CH3:23][O:22][C:16]1[CH:15]=[C:14]([CH:19]=[CH:18][C:17]=1[O:20][CH3:21])[CH2:13][C:12]1[N:36]([C:38]2[CH:43]=[C:42]([CH3:44])[N:41]=[C:40]([CH3:45])[N:39]=2)[N:37]=[C:10]([NH:25][CH2:26][C:27]2[CH:32]=[CH:31][C:30]([O:33][CH3:34])=[CH:29][CH:28]=2)[N:11]=1. The catalyst class is: 11. (4) Reactant: [Cl:1][C:2]1[CH:7]=[CH:6][CH:5]=[CH:4][C:3]=1[CH:8]([C:20]1[CH:28]=[CH:27][C:23]([C:24](O)=[O:25])=[C:22]([F:29])[CH:21]=1)[CH2:9][C:10]([C:12]1[CH:17]=[CH:16][C:15](=[O:18])[N:14]([CH3:19])[CH:13]=1)=[O:11].Cl.[CH2:31]([NH2:33])[CH3:32].CN([P+](ON1N=NC2C=CC=CC1=2)(N(C)C)N(C)C)C.F[P-](F)(F)(F)(F)F. Product: [Cl:1][C:2]1[CH:7]=[CH:6][CH:5]=[CH:4][C:3]=1[CH:8]([C:20]1[CH:28]=[CH:27][C:23]([C:24]([NH:33][CH2:31][CH3:32])=[O:25])=[C:22]([F:29])[CH:21]=1)[CH2:9][C:10]([C:12]1[CH:17]=[CH:16][C:15](=[O:18])[N:14]([CH3:19])[CH:13]=1)=[O:11]. The catalyst class is: 7. (5) Reactant: [F:1][C:2]1[CH:3]=[C:4](I)[CH:5]=[CH:6][CH:7]=1.[C:9]([O:13][CH3:14])(=[O:12])[CH:10]=[CH2:11].C(N(CC)CC)C.C([O-])(=O)C. The catalyst class is: 10. Product: [F:1][C:2]1[CH:3]=[C:4]([CH:5]=[CH:6][CH:7]=1)[CH:11]=[CH:10][C:9]([O:13][CH3:14])=[O:12]. (6) Reactant: [C:1]([O:5][C:6]([N:8]1[CH2:13][CH2:12][C@:11]([OH:39])([C:14]2[CH:19]=[CH:18][C:17]([O:20][CH2:21][CH2:22][CH2:23][O:24][CH3:25])=[CH:16][C:15]=2[CH2:26][CH2:27][O:28][Si](C(C)C)(C(C)C)C(C)C)[C@@H:10]([O:40][CH2:41][C:42]2[CH:43]=[CH:44][C:45]3[O:50][CH2:49][CH2:48][N:47]([CH2:51][CH2:52][CH2:53][O:54][CH3:55])[C:46]=3[CH:56]=2)[CH2:9]1)=[O:7])([CH3:4])([CH3:3])[CH3:2].CCCC[N+](CCCC)(CCCC)CCCC.[F-]. Product: [C:1]([O:5][C:6]([N:8]1[CH2:13][CH2:12][C@:11]([OH:39])([C:14]2[CH:19]=[CH:18][C:17]([O:20][CH2:21][CH2:22][CH2:23][O:24][CH3:25])=[CH:16][C:15]=2[CH2:26][CH2:27][OH:28])[C@@H:10]([O:40][CH2:41][C:42]2[CH:43]=[CH:44][C:45]3[O:50][CH2:49][CH2:48][N:47]([CH2:51][CH2:52][CH2:53][O:54][CH3:55])[C:46]=3[CH:56]=2)[CH2:9]1)=[O:7])([CH3:3])([CH3:4])[CH3:2]. The catalyst class is: 1. (7) Reactant: [CH3:1][CH:2]1[CH2:7][C:6](=[O:8])[CH2:5][CH2:4][N:3]1[C:9]([O:11][C:12]([CH3:15])([CH3:14])[CH3:13])=[O:10].[BH4-].[Na+]. Product: [OH:8][C@H:6]1[CH2:5][CH2:4][N:3]([C:9]([O:11][C:12]([CH3:15])([CH3:14])[CH3:13])=[O:10])[C@@H:2]([CH3:1])[CH2:7]1.[OH:8][C@@H:6]1[CH2:5][CH2:4][N:3]([C:9]([O:11][C:12]([CH3:15])([CH3:14])[CH3:13])=[O:10])[C@@H:2]([CH3:1])[CH2:7]1. The catalyst class is: 5. (8) Reactant: [N+](C1C=C(S(O[CH2:14][C@:15]2([CH3:18])[CH2:17][O:16]2)(=O)=O)C=CC=1)([O-])=O.[C:19]1(=[O:29])[NH:23][C:22](=[O:24])[C:21]2=[CH:25][CH:26]=[CH:27][CH:28]=[C:20]12.[K]. Product: [CH3:14][C@@:15]1([CH2:18][N:23]2[C:19](=[O:29])[C:20]3[C:21](=[CH:25][CH:26]=[CH:27][CH:28]=3)[C:22]2=[O:24])[CH2:17][O:16]1. The catalyst class is: 9. (9) Reactant: [OH:1][CH2:2][CH2:3][NH:4][CH2:5][CH2:6][CH2:7][C:8]1[CH:15]=[CH:14][C:11]([C:12]#[N:13])=[CH:10][CH:9]=1.C(N(CC)CC)C.[S:23](Cl)([CH3:26])(=[O:25])=[O:24]. Product: [C:12]([C:11]1[CH:14]=[CH:15][C:8]([CH2:7][CH2:6][CH2:5][N:4]([S:23]([CH3:26])(=[O:25])=[O:24])[CH2:3][CH2:2][O:1][S:23]([CH3:26])(=[O:25])=[O:24])=[CH:9][CH:10]=1)#[N:13]. The catalyst class is: 2. (10) Reactant: O[CH2:2][CH2:3][CH2:4][N:5]1[C:9]2=[N:10][CH:11]=[CH:12][CH:13]=[C:8]2[C:7]([C:14]2[C:15](=[O:30])[NH:16][C:17](=[O:29])[C:18]=2[C:19]2[C:28]3[C:23](=[CH:24][CH:25]=[CH:26][CH:27]=3)[CH:22]=[CH:21][CH:20]=2)=[CH:6]1.[N:31]1[CH:36]=CC=C[CH:32]=1.CS(OS(C)(=O)=O)(=O)=O.CNC. Product: [CH3:32][N:31]([CH3:36])[CH2:2][CH2:3][CH2:4][N:5]1[C:9]2=[N:10][CH:11]=[CH:12][CH:13]=[C:8]2[C:7]([C:14]2[C:15](=[O:30])[NH:16][C:17](=[O:29])[C:18]=2[C:19]2[C:28]3[C:23](=[CH:24][CH:25]=[CH:26][CH:27]=3)[CH:22]=[CH:21][CH:20]=2)=[CH:6]1. The catalyst class is: 1.